Dataset: Reaction yield outcomes from USPTO patents with 853,638 reactions. Task: Predict the reaction yield, written as a fraction of the theoretical maximum amount of product (1.0 means a 100% yield; for example, 0.34 means a 34% yield). (1) The reactants are [CH2:1]([O:8][C:9]1[C:10](=[O:26])[N:11]([CH3:25])[C:12]([CH:16]([OH:24])[CH2:17][C:18]2[CH:23]=[CH:22][CH:21]=[CH:20][CH:19]=2)=[C:13](Br)[CH:14]=1)[C:2]1[CH:7]=[CH:6][CH:5]=[CH:4][CH:3]=1.[C:27]1([C:36]2[CH:41]=[CH:40][CH:39]=[CH:38][CH:37]=2)[CH:32]=[CH:31][CH:30]=[C:29](B(O)O)[CH:28]=1.C(=O)([O-])[O-].[Cs+].[Cs+]. The catalyst is C1C=CC(P(C2C=CC=CC=2)[C-]2C=CC=C2)=CC=1.C1C=CC(P(C2C=CC=CC=2)[C-]2C=CC=C2)=CC=1.Cl[Pd]Cl.[Fe+2].C(Cl)Cl. The product is [CH2:1]([O:8][C:9]1[C:10](=[O:26])[N:11]([CH3:25])[C:12]([CH:16]([OH:24])[CH2:17][C:18]2[CH:23]=[CH:22][CH:21]=[CH:20][CH:19]=2)=[C:13]([C:38]2[CH:37]=[C:36]([C:27]3[CH:32]=[CH:31][CH:30]=[CH:29][CH:28]=3)[CH:41]=[CH:40][CH:39]=2)[CH:14]=1)[C:2]1[CH:7]=[CH:6][CH:5]=[CH:4][CH:3]=1. The yield is 0.250. (2) The catalyst is ClCCCl. The yield is 0.250. The reactants are [CH3:1][CH:2]([CH2:7][N:8]1[CH2:12][CH2:11][CH2:10][CH2:9]1)[CH2:3][C:4]([OH:6])=[O:5].C1N=CN(C(N2C=NC=C2)=O)C=1.[F:25][C:26]1[CH:27]=[C:28]([C:32]2[CH:33]=[C:34]([NH2:37])[NH:35][N:36]=2)[CH:29]=[N:30][CH:31]=1. The product is [CH:4]([OH:6])=[O:5].[F:25][C:26]1[CH:27]=[C:28]([C:32]2[CH:33]=[C:34]([NH:37][C:4](=[O:6])[CH2:3][CH:2]([CH3:1])[CH2:7][N:8]3[CH2:12][CH2:11][CH2:10][CH2:9]3)[NH:35][N:36]=2)[CH:29]=[N:30][CH:31]=1. (3) The reactants are C[O:2][C:3](=O)[C:4]1[CH:9]=[C:8]([N:10]2[CH2:14][CH2:13][CH:12]([NH:15][C:16]([O:18][C:19]([CH3:22])([CH3:21])[CH3:20])=[O:17])[CH2:11]2)[CH:7]=[N:6][C:5]=1[O:23][C:24]1[CH:29]=[CH:28][C:27]([O:30][C:31]2[CH:36]=[CH:35][CH:34]=[CH:33][CH:32]=2)=[CH:26][CH:25]=1.[NH3:38]. No catalyst specified. The product is [C:19]([O:18][C:16](=[O:17])[NH:15][CH:12]1[CH2:13][CH2:14][N:10]([C:8]2[CH:7]=[N:6][C:5]([O:23][C:24]3[CH:29]=[CH:28][C:27]([O:30][C:31]4[CH:36]=[CH:35][CH:34]=[CH:33][CH:32]=4)=[CH:26][CH:25]=3)=[C:4]([C:3](=[O:2])[NH2:38])[CH:9]=2)[CH2:11]1)([CH3:20])([CH3:22])[CH3:21]. The yield is 0.687. (4) The reactants are C(OC([N:8]1[CH2:13][CH2:12][N:11]([CH2:14][CH:15]([C:37](=[O:40])[NH:38][OH:39])[CH:16]([OH:36])[C:17]2[CH:22]=[CH:21][C:20]([O:23][CH2:24][C:25]3[C:34]4[C:29](=[CH:30][CH:31]=[CH:32][CH:33]=4)[N:28]=[C:27]([CH3:35])[CH:26]=3)=[CH:19][CH:18]=2)[CH2:10][CH2:9]1)=O)(C)(C)C.C(O)(C(F)(F)F)=O. The product is [OH:36][CH:16]([C:17]1[CH:18]=[CH:19][C:20]([O:23][CH2:24][C:25]2[C:34]3[C:29](=[CH:30][CH:31]=[CH:32][CH:33]=3)[N:28]=[C:27]([CH3:35])[CH:26]=2)=[CH:21][CH:22]=1)[CH:15]([CH2:14][N:11]1[CH2:12][CH2:13][NH:8][CH2:9][CH2:10]1)[C:37]([NH:38][OH:39])=[O:40]. The yield is 0.880. The catalyst is C(Cl)Cl.